This data is from Full USPTO retrosynthesis dataset with 1.9M reactions from patents (1976-2016). The task is: Predict the reactants needed to synthesize the given product. Given the product [Br:21][CH:9]([C:7]1[CH:6]=[CH:5][N:4]=[C:3]([S:2][CH3:1])[N:8]=1)[C:10]([C:12]1[CH:17]=[CH:16][CH:15]=[C:14]([N+:18]([O-:20])=[O:19])[CH:13]=1)=[O:11], predict the reactants needed to synthesize it. The reactants are: [CH3:1][S:2][C:3]1[N:8]=[C:7]([CH2:9][C:10]([C:12]2[CH:17]=[CH:16][CH:15]=[C:14]([N+:18]([O-:20])=[O:19])[CH:13]=2)=[O:11])[CH:6]=[CH:5][N:4]=1.[Br:21]Br.